This data is from Full USPTO retrosynthesis dataset with 1.9M reactions from patents (1976-2016). The task is: Predict the reactants needed to synthesize the given product. (1) Given the product [Br:7][C:5]1[S:4][C:3]2[C:8](=[O:9])[NH:10][C:12]([CH:11]([N:13]3[CH2:16][CH2:17][CH2:15][CH2:14]3)[CH3:19])=[N:1][C:2]=2[CH:6]=1, predict the reactants needed to synthesize it. The reactants are: [NH2:1][C:2]1[CH:6]=[C:5]([Br:7])[S:4][C:3]=1[C:8]([NH2:10])=[O:9].[CH2:11]([N:13]([CH2:16][CH3:17])[CH2:14][CH3:15])[CH3:12].Br[CH:19](C)C(Cl)=O.N1CCCC1. (2) Given the product [CH3:8][N:9]1[C:13]2[C:14]([CH3:51])=[CH:15][C:16]([C:18]([C:20]3[CH:25]=[C:24]([NH:26][CH3:27])[N:23]=[C:22]([N:35]4[CH2:40][CH2:39][CH:38]([N:41]5[C:49]6[C:44](=[N:45][CH:46]=[CH:47][CH:48]=6)[NH:43][C:42]5=[O:50])[CH2:37][CH2:36]4)[CH:21]=3)=[O:19])=[CH:17][C:12]=2[O:11][C:10]1=[O:52], predict the reactants needed to synthesize it. The reactants are: C(O)(C(F)(F)F)=O.[CH3:8][N:9]1[C:13]2[C:14]([CH3:51])=[CH:15][C:16]([C:18]([C:20]3[CH:25]=[C:24]([N:26](C)[C:27](=O)OC(C)(C)C)[N:23]=[C:22]([N:35]4[CH2:40][CH2:39][CH:38]([N:41]5[C:49]6[C:44](=[N:45][CH:46]=[CH:47][CH:48]=6)[NH:43][C:42]5=[O:50])[CH2:37][CH2:36]4)[CH:21]=3)=[O:19])=[CH:17][C:12]=2[O:11][C:10]1=[O:52]. (3) Given the product [NH:26]1[C:27]2[C:23](=[CH:22][C:21]([NH:20][CH:17]3[CH2:18][CH2:19][N:14]([CH2:13][C:12]4[CH:11]=[CH:10][C:9]([OH:8])=[CH:31][CH:30]=4)[CH2:15][CH2:16]3)=[CH:29][CH:28]=2)[CH:24]=[N:25]1, predict the reactants needed to synthesize it. The reactants are: C([O:8][C:9]1[CH:31]=[CH:30][C:12]([CH2:13][N:14]2[CH2:19][CH2:18][CH:17]([NH:20][C:21]3[CH:22]=[C:23]4[C:27](=[CH:28][CH:29]=3)[NH:26][N:25]=[CH:24]4)[CH2:16][CH2:15]2)=[CH:11][CH:10]=1)C1C=CC=CC=1. (4) Given the product [C:28]([O:27][C:25]([N:22]1[CH2:23][CH2:24][C:19]([OH:18])([C:2]2[C:3]([CH2:11][CH3:12])=[N:4][N:5]3[CH2:10][CH2:9][CH2:8][CH2:7][C:6]=23)[CH2:20][CH2:21]1)=[O:26])([CH3:31])([CH3:29])[CH3:30], predict the reactants needed to synthesize it. The reactants are: Br[C:2]1[C:3]([CH2:11][CH3:12])=[N:4][N:5]2[CH2:10][CH2:9][CH2:8][CH2:7][C:6]=12.[Li]C(C)(C)C.[O:18]=[C:19]1[CH2:24][CH2:23][N:22]([C:25]([O:27][C:28]([CH3:31])([CH3:30])[CH3:29])=[O:26])[CH2:21][CH2:20]1. (5) Given the product [C:1]([OH:5])(=[O:4])[CH:2]=[CH2:3].[NH2:60][C:26]([O:30][CH2:31][CH3:32])=[O:29], predict the reactants needed to synthesize it. The reactants are: [C:1]([O:5]CC(C[O:5][C:1](=[O:4])[CH:2]=[CH2:3])(C[O:5][C:1](=[O:4])[CH:2]=[CH2:3])C[O:5][C:1](=[O:4])[CH:2]=[CH2:3])(=[O:4])[CH:2]=[CH2:3].[C:26]([O:30][CH2:31][C:32](CO)(COC(=O)C=C)COC(=O)C=C)(=[O:29])C=C.COC1C=CC(O)=CC=1.C(CCN=C=O)CCC[N:60]=C=O.[N-]=C=O.C[C@@]12C(C(C([O-])=O)=C)C[C@H](C1(C)C)CC2.